This data is from NCI-60 drug combinations with 297,098 pairs across 59 cell lines. The task is: Regression. Given two drug SMILES strings and cell line genomic features, predict the synergy score measuring deviation from expected non-interaction effect. (1) Synergy scores: CSS=7.81, Synergy_ZIP=1.46, Synergy_Bliss=2.34, Synergy_Loewe=1.27, Synergy_HSA=1.93. Cell line: SNB-75. Drug 1: C1=C(C(=O)NC(=O)N1)N(CCCl)CCCl. Drug 2: C#CCC(CC1=CN=C2C(=N1)C(=NC(=N2)N)N)C3=CC=C(C=C3)C(=O)NC(CCC(=O)O)C(=O)O. (2) Drug 1: CN1CCC(CC1)COC2=C(C=C3C(=C2)N=CN=C3NC4=C(C=C(C=C4)Br)F)OC. Drug 2: C1CC(=O)NC(=O)C1N2CC3=C(C2=O)C=CC=C3N. Cell line: NCI-H322M. Synergy scores: CSS=37.8, Synergy_ZIP=-1.49, Synergy_Bliss=0.474, Synergy_Loewe=-15.2, Synergy_HSA=1.59.